This data is from Catalyst prediction with 721,799 reactions and 888 catalyst types from USPTO. The task is: Predict which catalyst facilitates the given reaction. (1) Reactant: [C:1]1([C:7]2[CH:15]=[CH:14][C:10]([C:11](Cl)=[O:12])=[CH:9][CH:8]=2)[CH:6]=[CH:5][CH:4]=[CH:3][CH:2]=1.[NH2:16][C:17]1[CH:27]=[CH:26][C:20]([CH:21]=[CH:22][C:23]([OH:25])=[O:24])=[CH:19][CH:18]=1.C(=O)([O-])O.[Na+]. Product: [C:7]1([C:1]2[CH:6]=[CH:5][CH:4]=[CH:3][CH:2]=2)[CH:15]=[CH:14][C:10]([C:11]([NH:16][C:17]2[CH:18]=[CH:19][C:20](/[CH:21]=[CH:22]/[C:23]([OH:25])=[O:24])=[CH:26][CH:27]=2)=[O:12])=[CH:9][CH:8]=1. The catalyst class is: 581. (2) Reactant: Br[CH2:2][C:3]([C:5]1[CH:10]=[CH:9][C:8]([C:11]([F:14])([F:13])[F:12])=[CH:7][CH:6]=1)=O.[C:15]([CH2:17][C:18]([NH2:20])=[S:19])#[N:16]. Product: [F:12][C:11]([F:14])([F:13])[C:8]1[CH:9]=[CH:10][C:5]([C:3]2[N:20]=[C:18]([CH2:17][C:15]#[N:16])[S:19][CH:2]=2)=[CH:6][CH:7]=1. The catalyst class is: 14. (3) Reactant: [CH2:1]([C:3]1([CH2:14][C:15]([OH:17])=[O:16])[C:11]2[C:6](=[CH:7][CH:8]=[C:9]([O:12]C)[CH:10]=2)[CH2:5][CH2:4]1)[CH3:2].CN1C(=O)CCC1.[OH-].[Na+].C(S)CCCCCCCCCCC. Product: [CH2:1]([C:3]1([CH2:14][C:15]([OH:17])=[O:16])[C:11]2[C:6](=[CH:7][CH:8]=[C:9]([OH:12])[CH:10]=2)[CH2:5][CH2:4]1)[CH3:2]. The catalyst class is: 33. (4) Reactant: [CH2:1]([C:5]1[N:10]2[N:11]=[CH:12][CH:13]=[C:9]2[N:8]([C@H:14]2[CH2:19][CH2:18][C@H:17]([O:20][CH2:21][C:22]([OH:25])([CH3:24])[CH3:23])[CH2:16][CH2:15]2)[C:7](=[O:26])[C:6]=1[CH2:27][C:28]1[CH:33]=[CH:32][C:31]([C:34]2[C:35]([C:40]#[N:41])=[CH:36][CH:37]=[CH:38][CH:39]=2)=[CH:30][CH:29]=1)[CH2:2][CH2:3][CH3:4].C[Si]([N:46]=[N+:47]=[N-:48])(C)C.C([Sn](=O)CCCC)CCC.C1(C)C=CC=CC=1. Product: [CH2:1]([C:5]1[N:10]2[N:11]=[CH:12][CH:13]=[C:9]2[N:8]([C@H:14]2[CH2:19][CH2:18][C@H:17]([O:20][CH2:21][C:22]([OH:25])([CH3:23])[CH3:24])[CH2:16][CH2:15]2)[C:7](=[O:26])[C:6]=1[CH2:27][C:28]1[CH:33]=[CH:32][C:31]([C:34]2[CH:39]=[CH:38][CH:37]=[CH:36][C:35]=2[C:40]2[NH:48][N:47]=[N:46][N:41]=2)=[CH:30][CH:29]=1)[CH2:2][CH2:3][CH3:4]. The catalyst class is: 69. (5) Reactant: [Br:1]Br.C([O-])([O-])=O.[K+].[K+].[CH3:9][O:10][C:11]1[CH:17]=[C:16]([O:18][CH3:19])[CH:15]=[CH:14][C:12]=1[NH2:13].O. Product: [Br:1][C:15]1[C:16]([O:18][CH3:19])=[CH:17][C:11]([O:10][CH3:9])=[C:12]([CH:14]=1)[NH2:13]. The catalyst class is: 22.